Dataset: Reaction yield outcomes from USPTO patents with 853,638 reactions. Task: Predict the reaction yield, written as a fraction of the theoretical maximum amount of product (1.0 means a 100% yield; for example, 0.34 means a 34% yield). (1) The reactants are CS([C:5]1[N:6]=[C:7]([NH:26][C:27]2[CH:32]=[CH:31][C:30]([C:33]([F:36])([F:35])[F:34])=[CH:29][CH:28]=2)[C:8]2[CH2:14][CH2:13][N:12]([C:15]3[C:20]([C:21]([F:24])([F:23])[F:22])=[CH:19][CH:18]=[CH:17][N:16]=3)[CH2:11][CH2:10][C:9]=2[N:25]=1)(=O)=O.[NH2:37][C:38]1[CH:43]=[CH:42][CH:41]=[CH:40][CH:39]=1.C1(C)C=CC(S(O)(=O)=O)=CC=1. The catalyst is C1(C)C=CC=CC=1. The product is [C:38]1([NH:37][C:5]2[N:6]=[C:7]([NH:26][C:27]3[CH:28]=[CH:29][C:30]([C:33]([F:35])([F:34])[F:36])=[CH:31][CH:32]=3)[C:8]3[CH2:14][CH2:13][N:12]([C:15]4[C:20]([C:21]([F:24])([F:22])[F:23])=[CH:19][CH:18]=[CH:17][N:16]=4)[CH2:11][CH2:10][C:9]=3[N:25]=2)[CH:43]=[CH:42][CH:41]=[CH:40][CH:39]=1. The yield is 0.670. (2) The reactants are [CH:1]([C:3]1[CH:8]=[CH:7][C:6](B(O)O)=[CH:5][CH:4]=1)=[CH2:2].[OH:12][N:13]1[C:21](=[O:22])[C:20]2[C:15](=[CH:16][CH:17]=[CH:18][CH:19]=2)[C:14]1=[O:23].N1C=CC=CC=1. The catalyst is ClCCCl.O.Cl[Cu]. The product is [CH:1]([C:3]1[CH:8]=[CH:7][C:6]([O:12][N:13]2[C:21](=[O:22])[C:20]3[C:15](=[CH:16][CH:17]=[CH:18][CH:19]=3)[C:14]2=[O:23])=[CH:5][CH:4]=1)=[CH2:2]. The yield is 0.630. (3) The reactants are [Br:1][C:2]1[CH:3]=[C:4]([OH:9])[CH:5]=[N:6][C:7]=1[Cl:8].C(=O)([O-])[O-].[Na+].[Na+].[I:16]I.Cl. The catalyst is O. The product is [Br:1][C:2]1[CH:3]=[C:4]([OH:9])[C:5]([I:16])=[N:6][C:7]=1[Cl:8]. The yield is 0.990. (4) The reactants are Br[CH2:2][C:3]([C:5]1[CH:10]=[CH:9][C:8]([Br:11])=[CH:7][CH:6]=1)=[O:4].[NH:12]1[CH2:16][CH2:15][CH2:14][CH2:13]1. The catalyst is C(OCC)C. The product is [Br:11][C:8]1[CH:9]=[CH:10][C:5]([C:3](=[O:4])[CH2:2][N:12]2[CH2:16][CH2:15][CH2:14][CH2:13]2)=[CH:6][CH:7]=1. The yield is 0.960. (5) The reactants are [O:1]=[C:2]1[CH2:7][CH2:6][C:5]([C:8]2[CH:9]=[C:10]([CH:27]=[CH:28][CH:29]=2)[CH2:11][O:12][C:13]2[CH:18]=[CH:17][C:16]([CH:19]([C:24]#[C:25][CH3:26])[CH2:20][C:21]([OH:23])=[O:22])=[CH:15][CH:14]=2)=[CH:4][CH2:3]1.[BH4-].[Na+].Cl. The catalyst is C(O)C. The product is [OH:1][CH:2]1[CH2:7][CH2:6][C:5]([C:8]2[CH:9]=[C:10]([CH:27]=[CH:28][CH:29]=2)[CH2:11][O:12][C:13]2[CH:14]=[CH:15][C:16]([CH:19]([C:24]#[C:25][CH3:26])[CH2:20][C:21]([OH:23])=[O:22])=[CH:17][CH:18]=2)=[CH:4][CH2:3]1. The yield is 0.806. (6) The reactants are Cl[C:2]1[CH:3]=[C:4]([CH:25]=[C:26]([CH3:28])[N:27]=1)[C:5]([NH:7][C:8]1[S:9][C:10]2[C:16]([N:17]3[CH2:22][CH2:21][O:20][CH2:19][CH2:18]3)=[CH:15][CH:14]=[C:13]([O:23][CH3:24])[C:11]=2[N:12]=1)=[O:6].[I-:29].[Na+].I. The catalyst is CC(CC)=O.O1CCOCC1. The product is [I:29][C:2]1[CH:3]=[C:4]([CH:25]=[C:26]([CH3:28])[N:27]=1)[C:5]([NH:7][C:8]1[S:9][C:10]2[C:16]([N:17]3[CH2:22][CH2:21][O:20][CH2:19][CH2:18]3)=[CH:15][CH:14]=[C:13]([O:23][CH3:24])[C:11]=2[N:12]=1)=[O:6]. The yield is 0.0700. (7) The reactants are [CH:1]1[C:6]([OH:7])=[CH:5][C:4]([OH:8])=[CH:3][C:2]=1[OH:9].[CH2:10](O)[CH2:11][CH2:12][CH2:13][CH2:14][CH2:15][CH2:16][CH2:17][CH2:18][CH3:19]. No catalyst specified. The product is [CH2:10]([O:7][C:6]1[CH:5]=[C:4]([OH:8])[CH:3]=[C:2]([O:9][CH2:10][CH2:11][CH2:12][CH2:13][CH2:14][CH2:15][CH2:16][CH2:17][CH2:18][CH3:19])[CH:1]=1)[CH2:11][CH2:12][CH2:13][CH2:14][CH2:15][CH2:16][CH2:17][CH2:18][CH3:19]. The yield is 0.370. (8) The reactants are [CH3:1][C:2]1[C:16](=[O:17])[N:15]=[C:14]2[N:4]([C@@H:5]3[O:9][C@H:8]([CH2:10][OH:11])[C@@H:7]([OH:12])[C@@H:6]3[O:13]2)[CH:3]=1.[CH3:18][O:19][CH2:20][CH2:21][O:22]B([O:22][CH2:21][CH2:20][O:19][CH3:18])[O:22][CH2:21][CH2:20][O:19][CH3:18]. The catalyst is COCCO. The product is [CH3:18][O:19][CH2:20][CH2:21][O:22][C@@H:6]1[C@H:7]([OH:12])[C@@H:8]([CH2:10][OH:11])[O:9][C@H:5]1[N:4]1[CH:3]=[C:2]([CH3:1])[C:16](=[O:17])[NH:15][C:14]1=[O:13]. The yield is 0.630.